From a dataset of Reaction yield outcomes from USPTO patents with 853,638 reactions. Predict the reaction yield, written as a fraction of the theoretical maximum amount of product (1.0 means a 100% yield; for example, 0.34 means a 34% yield). The catalyst is C(O)C.[N+]([O-])([O-])=O.[Ag+]. The reactants are [CH3:1][C:2]1[CH:7]=[CH:6][C:5]([NH2:8])=[C:4]([N+:9]([O-:11])=[O:10])[CH:3]=1.[I:12]I. The yield is 0.690. The product is [I:12][C:6]1[CH:7]=[C:2]([CH3:1])[CH:3]=[C:4]([N+:9]([O-:11])=[O:10])[C:5]=1[NH2:8].